From a dataset of Reaction yield outcomes from USPTO patents with 853,638 reactions. Predict the reaction yield, written as a fraction of the theoretical maximum amount of product (1.0 means a 100% yield; for example, 0.34 means a 34% yield). (1) The reactants are [NH:1]1[CH2:6][CH2:5][O:4][CH2:3][CH2:2]1.[CH2:7]([N:9]1[C:15]2[CH:16]=[C:17]([N+:20]([O-:22])=[O:21])[CH:18]=[CH:19][C:14]=2[O:13][CH2:12][C:11](=[O:23])[CH2:10]1)[CH3:8].C(O[BH-](OC(=O)C)OC(=O)C)(=O)C.[Na+]. The catalyst is C(Cl)Cl. The product is [CH2:7]([N:9]1[C:15]2[CH:16]=[C:17]([N+:20]([O-:22])=[O:21])[CH:18]=[CH:19][C:14]=2[O:13][CH2:12][CH:11]([OH:23])[CH2:10]1)[CH3:8].[CH2:7]([N:9]1[C:15]2[CH:16]=[C:17]([N+:20]([O-:22])=[O:21])[CH:18]=[CH:19][C:14]=2[O:13][CH2:12][CH:11]([N:1]2[CH2:6][CH2:5][O:4][CH2:3][CH2:2]2)[CH2:10]1)[CH3:8]. The yield is 0.310. (2) The reactants are [Br:1][C:2]1[CH:3]=[C:4]2[C:9](=[CH:10][CH:11]=1)[N:8]=[CH:7][C:6](I)=[C:5]2[O:13][CH3:14].P([O-])([O-])([O-])=O.[K+].[K+].[K+].[NH:23]1[CH2:27][CH2:26][CH2:25][C:24]1=[O:28].CNC(NC)C. The catalyst is C(OCC)(=O)C.CS(C)=O. The product is [Br:1][C:2]1[CH:3]=[C:4]2[C:9](=[CH:10][CH:11]=1)[N:8]=[CH:7][C:6]([N:23]1[CH2:27][CH2:26][CH2:25][C:24]1=[O:28])=[C:5]2[O:13][CH3:14]. The yield is 0.560. (3) The product is [CH3:9][C:4]1[N:5]=[C:6]([N:11]([CH3:10])[C:12]2[CH:17]=[CH:16][CH:15]=[C:14]([OH:18])[CH:13]=2)[CH:7]=[C:2]([N:11]([CH3:10])[C:12]2[CH:17]=[CH:16][CH:15]=[C:14]([OH:18])[CH:13]=2)[N:3]=1. No catalyst specified. The yield is 0.450. The reactants are Cl[C:2]1[CH:7]=[C:6](Cl)[N:5]=[C:4]([CH3:9])[N:3]=1.[CH3:10][NH:11][C:12]1[CH:13]=[C:14]([OH:18])[CH:15]=[CH:16][CH:17]=1. (4) The reactants are Cl.[F:2][C:3]1([F:7])[CH2:6][NH:5][CH2:4]1.C(N(C(C)C)C(C)C)C.[Br:17][C:18]1[CH:19]=[C:20]([S:25](Cl)(=[O:27])=[O:26])[CH:21]=[CH:22][C:23]=1[F:24]. The catalyst is ClCCl. The product is [Br:17][C:18]1[CH:19]=[C:20]([S:25]([N:5]2[CH2:6][C:3]([F:7])([F:2])[CH2:4]2)(=[O:26])=[O:27])[CH:21]=[CH:22][C:23]=1[F:24]. The yield is 0.621. (5) The reactants are [N+:1]([C:4]1[CH:9]=[CH:8][CH:7]=[CH:6][C:5]=1[C:10]1[S:11][C:12]2[C:17]([N:18]=1)=[CH:16][C:15]([CH2:19][O:20][CH:21]1[CH2:26][CH2:25][N:24]([C:27]([O:29][C:30]([CH3:33])([CH3:32])[CH3:31])=[O:28])[CH2:23][CH2:22]1)=[CH:14][N:13]=2)([O-])=O.[Cl-].[NH4+].C(O)(C)C.[OH-].[Na+]. The catalyst is [Fe].O. The product is [NH2:1][C:4]1[CH:9]=[CH:8][CH:7]=[CH:6][C:5]=1[C:10]1[S:11][C:12]2[C:17]([N:18]=1)=[CH:16][C:15]([CH2:19][O:20][CH:21]1[CH2:22][CH2:23][N:24]([C:27]([O:29][C:30]([CH3:33])([CH3:32])[CH3:31])=[O:28])[CH2:25][CH2:26]1)=[CH:14][N:13]=2. The yield is 0.230. (6) The reactants are Cl[CH2:2][CH2:3][N:4]1[CH2:9][CH2:8][CH:7]([C:10]([O:12]CC)=O)[CH2:6][CH2:5]1.[C:15]1(C)[CH:20]=[CH:19][CH:18]=[CH:17][CH:16]=1.C(=O)([O-])[O-].[K+].[K+]. The catalyst is O. The product is [N:4]12[CH2:3][CH2:2][C:7]([C:10]([C:15]3[CH:16]=[CH:17][CH:18]=[CH:19][CH:20]=3)([C:15]3[CH:20]=[CH:19][CH:18]=[CH:17][CH:16]=3)[OH:12])([CH2:6][CH2:5]1)[CH2:8][CH2:9]2. The yield is 0.570.